Dataset: Reaction yield outcomes from USPTO patents with 853,638 reactions. Task: Predict the reaction yield, written as a fraction of the theoretical maximum amount of product (1.0 means a 100% yield; for example, 0.34 means a 34% yield). (1) The reactants are C([O-])([O-])=O.[K+].[K+].[SH:7][C:8]1[N:16]=[CH:15][CH:14]=[CH:13][C:9]=1[C:10]([OH:12])=[O:11].Br[CH2:18][CH2:19][CH2:20][C:21]1[CH:26]=[CH:25][C:24]([F:27])=[CH:23][CH:22]=1.C(O)(=O)C. The catalyst is CN(C=O)C.O.CC(=O)OCC.CC(=O)OCC.CCCCCC. The product is [F:27][C:24]1[CH:25]=[CH:26][C:21]([CH2:20][CH2:19][CH2:18][S:7][C:8]2[N:16]=[CH:15][CH:14]=[CH:13][C:9]=2[C:10]([OH:12])=[O:11])=[CH:22][CH:23]=1. The yield is 0.470. (2) The reactants are [Br:1][C:2]1[CH:9]=[CH:8][C:5]([CH:6]=O)=[C:4]([CH3:10])[CH:3]=1.[N:11]1([C:17]([O:19][C:20]([CH3:23])([CH3:22])[CH3:21])=[O:18])[CH2:16][CH2:15][NH:14][CH2:13][CH2:12]1.C(N(CC)CC)C.C(O[BH-](OC(=O)C)OC(=O)C)(=O)C.[Na+]. The catalyst is ClC(Cl)C. The product is [Br:1][C:2]1[CH:9]=[CH:8][C:5]([CH2:6][N:14]2[CH2:13][CH2:12][N:11]([C:17]([O:19][C:20]([CH3:23])([CH3:22])[CH3:21])=[O:18])[CH2:16][CH2:15]2)=[C:4]([CH3:10])[CH:3]=1. The yield is 0.670. (3) The reactants are C1COCC1.[CH2:6]([Mg]Cl)[C:7]1[CH:12]=[CH:11][CH:10]=[CH:9][CH:8]=1.[NH2:15][C:16]1[C:21](Br)=[N:20][C:19]([Br:23])=[C:18]([Cl:24])[N:17]=1. The catalyst is [Cl-].[Zn+2].[Cl-].Cl[Pd](Cl)([P](C1C=CC=CC=1)(C1C=CC=CC=1)C1C=CC=CC=1)[P](C1C=CC=CC=1)(C1C=CC=CC=1)C1C=CC=CC=1.O. The product is [NH2:15][C:16]1[C:21]([CH2:6][C:7]2[CH:12]=[CH:11][CH:10]=[CH:9][CH:8]=2)=[N:20][C:19]([Br:23])=[C:18]([Cl:24])[N:17]=1. The yield is 0.876. (4) The reactants are N1C=CC=CC=1.[C:7]([O:11][CH:12]([C:17]1[C:18]([CH:36]([CH3:38])[CH3:37])=[N:19][C:20]2[C:21]([CH3:35])([CH3:34])[CH2:22][NH:23][CH2:24][C:25]=2[C:26]=1[C:27]1[CH:32]=[CH:31][C:30]([F:33])=[CH:29][CH:28]=1)[C:13]([O:15][CH3:16])=[O:14])([CH3:10])([CH3:9])[CH3:8].[C:39]1([C:48]2[CH:53]=[CH:52][CH:51]=[CH:50][CH:49]=2)[CH:44]=[CH:43][C:42](B(O)O)=[CH:41][CH:40]=1. The catalyst is C(Cl)Cl.CC([O-])=O.CC([O-])=O.[Cu+2]. The product is [C:39]1([C:48]2[CH:49]=[CH:50][CH:51]=[CH:52][CH:53]=2)[CH:44]=[CH:43][C:42]([N:23]2[CH2:22][C:21]([CH3:35])([CH3:34])[C:20]3[N:19]=[C:18]([CH:36]([CH3:38])[CH3:37])[C:17]([CH:12]([O:11][C:7]([CH3:10])([CH3:9])[CH3:8])[C:13]([O:15][CH3:16])=[O:14])=[C:26]([C:27]4[CH:32]=[CH:31][C:30]([F:33])=[CH:29][CH:28]=4)[C:25]=3[CH2:24]2)=[CH:41][CH:40]=1. The yield is 0.840. (5) The reactants are [C:1]([C:3]1[CH:4]=[C:5]2[C:10](=[CH:11][C:12]=1[OH:13])[N:9]=[CH:8][CH:7]=[C:6]2[O:14][C:15]1[CH:16]=[C:17]2[C:21](=[CH:22][CH:23]=1)[NH:20][CH:19]=[CH:18]2)#[N:2].[C:24](=[O:27])([O-:26])[O-:25].[K+].[K+].Br[CH2:31][CH:32]1[CH2:37][CH2:36][N:35](C(OC(C)(C)C)=O)[CH2:34][CH2:33]1.O. The catalyst is CN(C)C=O. The product is [C:1]([C:3]1[CH:4]=[C:5]2[C:10](=[CH:11][C:12]=1[O:13][CH2:31][CH:32]1[CH2:37][CH2:36][N:35]([O:27][C:24]([O:26][C:3]([CH3:4])([CH3:12])[CH3:1])=[O:25])[CH2:34][CH2:33]1)[N:9]=[CH:8][CH:7]=[C:6]2[O:14][C:15]1[CH:16]=[C:17]2[C:21](=[CH:22][CH:23]=1)[NH:20][CH:19]=[CH:18]2)#[N:2]. The yield is 0.593. (6) The reactants are [CH2:1]([C:5]1[N:9]([CH2:10][C:11]2[CH:16]=[CH:15][C:14]([C:17]3[C:18]([C:23]#[N:24])=[CH:19][CH:20]=[CH:21][CH:22]=3)=[CH:13][CH:12]=2)[C:8](=[O:25])[NH:7][N:6]=1)[CH2:2][CH2:3][CH3:4].[H-].[Na+].CN(C)C=O.I[CH2:34][C:35]([CH3:38])([CH3:37])[CH3:36]. The catalyst is C(OCC)(=O)C. The product is [CH2:1]([C:5]1[N:9]([CH2:10][C:11]2[CH:16]=[CH:15][C:14]([C:17]3[C:18]([C:23]#[N:24])=[CH:19][CH:20]=[CH:21][CH:22]=3)=[CH:13][CH:12]=2)[C:8](=[O:25])[N:7]([CH2:34][C:35]([CH3:38])([CH3:37])[CH3:36])[N:6]=1)[CH2:2][CH2:3][CH3:4]. The yield is 0.500. (7) The reactants are [C:1]([O:4][C:5](=O)[CH3:6])(=[O:3])[CH3:2].[CH3:8][O:9][CH2:10][O:11][C:12]1[CH:21]=[CH:20][C:19]2[O:18][CH:17]([C:22]3[CH:27]=[CH:26][C:25]([O:28][CH2:29][O:30][CH3:31])=[CH:24][CH:23]=3)[CH:16]3[CH2:32]C(O)C[CH:15]3[C:14]=2[CH:13]=1.CCN(CC)CC. The catalyst is CN(C1C=CN=CC=1)C.C(Cl)Cl.CCOC(C)=O. The product is [CH3:8][O:9][CH2:10][O:11][C:12]1[CH:21]=[CH:20][C:19]2[O:18][CH:17]([C:22]3[CH:27]=[CH:26][C:25]([O:28][CH2:29][O:30][CH3:31])=[CH:24][CH:23]=3)[CH:16]3[CH2:32][CH:5]([O:4][C:1](=[O:3])[CH3:2])[CH2:6][CH:15]3[C:14]=2[CH:13]=1. The yield is 0.830.